This data is from Reaction yield outcomes from USPTO patents with 853,638 reactions. The task is: Predict the reaction yield, written as a fraction of the theoretical maximum amount of product (1.0 means a 100% yield; for example, 0.34 means a 34% yield). (1) The reactants are [Cl:1][C:2]1[CH:3]=[N:4][N:5]([CH2:7][C:8]2[CH:13]=[CH:12][C:11]([CH2:14]O)=[CH:10][CH:9]=2)[CH:6]=1.P(Br)(Br)[Br:17]. The catalyst is C(Cl)Cl.C(=O)(O)[O-].[Na+]. The product is [Br:17][CH2:14][C:11]1[CH:12]=[CH:13][C:8]([CH2:7][N:5]2[CH:6]=[C:2]([Cl:1])[CH:3]=[N:4]2)=[CH:9][CH:10]=1. The yield is 0.910. (2) The reactants are [CH:1]1([CH2:6][C:7]([OH:9])=O)[CH2:5][CH2:4][CH:3]=[CH:2]1.C(N(CC)C(C)C)(C)C.[F:19][C:20]1[CH:25]=[C:24]([N:26]2[CH2:31][CH2:30][O:29][CH2:28][CH2:27]2)[CH:23]=[C:22]([F:32])[C:21]=1[NH2:33].C(OCC)(=O)C. The catalyst is CN(C)C=O. The product is [CH:1]1([CH2:6][C:7]([NH:33][C:21]2[C:20]([F:19])=[CH:25][C:24]([N:26]3[CH2:31][CH2:30][O:29][CH2:28][CH2:27]3)=[CH:23][C:22]=2[F:32])=[O:9])[CH2:5][CH2:4][CH:3]=[CH:2]1. The yield is 0.710. (3) The reactants are [Br:1][C:2]1[CH:11]=[C:10]2[C:5]([C:6](O)=[N:7][CH:8]=[N:9]2)=[CH:4][C:3]=1[N+:13]([O-:15])=[O:14].O=P(Cl)(Cl)[Cl:18]. The catalyst is C1(C)C=CC=CC=1. The product is [Br:1][C:2]1[CH:11]=[C:10]2[C:5]([C:6]([Cl:18])=[N:7][CH:8]=[N:9]2)=[CH:4][C:3]=1[N+:13]([O-:15])=[O:14]. The yield is 0.940. (4) The reactants are CO[C:3]1[CH:8]=[CH:7][C:6]([C:9]2[CH:10]=[CH:11][N:12]3[C:17]([CH:18]=2)=[CH:16][CH:15]=[C:14]([C:19]([O:21][CH2:22][CH3:23])=[O:20])[C:13]3=[O:24])=[CH:5][CH:4]=1. The catalyst is C(OCC)(=O)C. The product is [C:6]1([C:9]2[CH:10]=[CH:11][N:12]3[C:17]([CH:18]=2)=[CH:16][CH:15]=[C:14]([C:19]([O:21][CH2:22][CH3:23])=[O:20])[C:13]3=[O:24])[C:7]2[C:8](=[CH:8][CH:3]=[CH:4][CH:5]=2)[CH:3]=[CH:4][CH:5]=1. The yield is 0.510. (5) The reactants are Br[C:2]1[CH:10]=[CH:9][C:8]([O:11][CH3:12])=[C:7]2[C:3]=1[CH:4]=[CH:5][NH:6]2.[C:13]([O:23][CH2:24][CH3:25])(=[O:22])[CH:14]=[CH:15][C:16]1[CH:21]=[CH:20][CH:19]=[CH:18][CH:17]=1. The catalyst is [Br-].C([N+](CCCC)(CCCC)CCCC)CCC.CN(C=O)C. The product is [CH2:24]([O:23][C:13](=[O:22])[CH:14]=[C:15]([C:2]1[CH:10]=[CH:9][C:8]([O:11][CH3:12])=[C:7]2[C:3]=1[CH:4]=[CH:5][NH:6]2)[C:16]1[CH:21]=[CH:20][CH:19]=[CH:18][CH:17]=1)[CH3:25]. The yield is 0.340. (6) The reactants are C[Si](C)(C)[C:3]#[C:4]/[CH:5]=[CH:6]\[C:7]1[CH:16]=[CH:15][C:14]2[C:9](=[CH:10][CH:11]=[CH:12][CH:13]=2)[N:8]=1.[F-].[K+].[CH3:21][OH:22]. No catalyst specified. The product is [CH3:21][O:22][CH2:3][C:4]1[N:8]2[C:9]3[C:14]([CH:15]=[CH:16][C:7]2=[CH:6][CH:5]=1)=[CH:13][CH:12]=[CH:11][CH:10]=3. The yield is 0.950. (7) The reactants are O[C:2]1[CH:7]=[CH:6][CH:5]=[CH:4][C:3]=1[NH:8][C:9](=[O:11])[CH3:10].O=P(Cl)(Cl)Cl.C([O-])([O-])=O.[Na+].[Na+]. The catalyst is C(Cl)(Cl)Cl. The product is [CH3:10][C:9]1[O:11][C:2]2[CH:7]=[CH:6][CH:5]=[CH:4][C:3]=2[N:8]=1. The yield is 0.500.